Predict the reaction yield, written as a fraction of the theoretical maximum amount of product (1.0 means a 100% yield; for example, 0.34 means a 34% yield). From a dataset of Reaction yield outcomes from USPTO patents with 853,638 reactions. (1) The reactants are [F:1][C:2]1[CH:18]=[CH:17][C:5]([CH2:6][C:7]2[O:11][C:10]([CH:12]3OCC[O:13]3)=[CH:9][CH:8]=2)=[CH:4][CH:3]=1.C(O)(=O)CC(CC(O)=O)(C(O)=O)O. The catalyst is CO. The product is [F:1][C:2]1[CH:18]=[CH:17][C:5]([CH2:6][C:7]2[O:11][C:10]([CH:12]=[O:13])=[CH:9][CH:8]=2)=[CH:4][CH:3]=1. The yield is 0.510. (2) The product is [Cl:1][C:2]1[CH:10]=[CH:9][C:8]2[NH:7][C:12](=[O:14])[C:11]3=[N:21][N:20]([CH3:19])[CH:6]=[C:5]3[C:4]=2[CH:3]=1. The yield is 0.790. The catalyst is C(O)(=O)C. The reactants are [Cl:1][C:2]1[CH:3]=[C:4]2[C:8](=[CH:9][CH:10]=1)[NH:7][CH:6]=[C:5]2[C:11](=O)[C:12]([O:14]CC)=O.Cl.[CH3:19][NH:20][NH2:21].C(O)C. (3) The reactants are [CH3:1][N:2]1[CH2:11][CH2:10][C:9]2([C:12]3[CH:17]=[CH:16][CH:15]=[C:14]([O:18][CH3:19])[CH:13]=3)[C:4]([CH3:22])([CH2:5][CH2:6][C:7](=[N:20]O)[CH2:8]2)[CH2:3]1.CCCCCC.[H][H]. The catalyst is C(O)(C)C.C1(C)C=CC=CC=1. The product is [CH3:1][N:2]1[CH2:11][CH2:10][C:9]2([C:12]3[CH:17]=[CH:16][CH:15]=[C:14]([O:18][CH3:19])[CH:13]=3)[C:4]([CH3:22])([CH2:5][CH2:6][CH:7]([NH2:20])[CH2:8]2)[CH2:3]1. The yield is 0.940. (4) The reactants are Cl[C:2]1[N:6]([CH3:7])[N:5]=[CH:4][C:3]=1[N+:8]([O-:10])=[O:9].[OH:11][C@@H:12]1[CH2:16][CH2:15][O:14][CH2:13]1. No catalyst specified. The product is [CH3:7][N:6]1[C:2]([O:11][C@@H:12]2[CH2:16][CH2:15][O:14][CH2:13]2)=[C:3]([N+:8]([O-:10])=[O:9])[CH:4]=[N:5]1. The yield is 0.340. (5) The reactants are [Cl:1][C:2]1[CH:7]=[CH:6][C:5]([C@:8]2([OH:16])[CH2:13][CH2:12][NH:11][CH2:10][C:9]2([CH3:15])[CH3:14])=[CH:4][CH:3]=1.Cl[C:18]([O:20][CH2:21][CH3:22])=[O:19]. The catalyst is N1C=CC=CC=1. The product is [Cl:1][C:2]1[CH:7]=[CH:6][C:5]([C@:8]2([OH:16])[CH2:13][CH2:12][N:11]([C:18]([O:20][CH2:21][CH3:22])=[O:19])[CH2:10][C:9]2([CH3:14])[CH3:15])=[CH:4][CH:3]=1. The yield is 0.940. (6) The reactants are [CH3:1][O:2][C:3]1[C:12]([NH:13][C:14](=[O:18])OCC)=[N:11][C:10]2[C:5](=[CH:6][C:7]([CH3:20])=[C:8]([CH3:19])[CH:9]=2)[N:4]=1.[CH3:21][O:22][C:23]1[CH:24]=[C:25]([N:29]2[CH2:34][CH2:33][NH:32][CH2:31][CH2:30]2)[CH:26]=[CH:27][CH:28]=1.C1CCN2C(=NCCC2)CC1. The catalyst is O1CCCC1. The product is [CH3:1][O:2][C:3]1[C:12]([NH:13][C:14]([N:32]2[CH2:31][CH2:30][N:29]([C:25]3[CH:26]=[CH:27][CH:28]=[C:23]([O:22][CH3:21])[CH:24]=3)[CH2:34][CH2:33]2)=[O:18])=[N:11][C:10]2[C:5](=[CH:6][C:7]([CH3:20])=[C:8]([CH3:19])[CH:9]=2)[N:4]=1. The yield is 0.680. (7) The reactants are Cl[C:2]1[N:7]=[C:6]([NH:8][C:9]2[CH:18]=[CH:17][CH:16]=[CH:15][C:10]=2[C:11]([NH:13][CH3:14])=[O:12])[C:5]([Br:19])=[CH:4][N:3]=1.[NH2:20][C:21]1[CH:33]=[CH:32][C:24]2[N:25]([CH3:31])[C:26](=[O:30])[CH2:27][CH2:28][CH2:29][C:23]=2[CH:22]=1.Cl. The catalyst is C(O)CCC.O1CCOCC1. The product is [Br:19][C:5]1[C:6]([NH:8][C:9]2[CH:18]=[CH:17][CH:16]=[CH:15][C:10]=2[C:11]([NH:13][CH3:14])=[O:12])=[N:7][C:2]([NH:20][C:21]2[CH:33]=[CH:32][C:24]3[N:25]([CH3:31])[C:26](=[O:30])[CH2:27][CH2:28][CH2:29][C:23]=3[CH:22]=2)=[N:3][CH:4]=1. The yield is 0.480.